This data is from Full USPTO retrosynthesis dataset with 1.9M reactions from patents (1976-2016). The task is: Predict the reactants needed to synthesize the given product. Given the product [CH2:23]([O:22][C:19]1[CH:20]=[CH:21][C:16]([C:14]2([CH3:15])[C:3](=[O:32])[C:4]3[C:5](=[CH:6][C:7]([Cl:11])=[CH:8][C:9]=3[Cl:10])[NH:12][C:13]2=[O:31])=[CH:17][C:18]=1[Br:30])[C:24]1[CH:25]=[CH:26][CH:27]=[CH:28][CH:29]=1, predict the reactants needed to synthesize it. The reactants are: CO[C:3](=[O:32])[C:4]1[C:9]([Cl:10])=[CH:8][C:7]([Cl:11])=[CH:6][C:5]=1[NH:12][C:13](=[O:31])[CH:14]([C:16]1[CH:21]=[CH:20][C:19]([O:22][CH2:23][C:24]2[CH:29]=[CH:28][CH:27]=[CH:26][CH:25]=2)=[C:18]([Br:30])[CH:17]=1)[CH3:15].[Li+].C[Si]([N-][Si](C)(C)C)(C)C.CCCCCC.